From a dataset of Full USPTO retrosynthesis dataset with 1.9M reactions from patents (1976-2016). Predict the reactants needed to synthesize the given product. (1) The reactants are: [Br:1][C:2]1[CH:7]=[CH:6][C:5]([NH:8][CH:9]=[C:10]([C:16](=[O:21])[CH2:17][CH:18]([CH3:20])[CH3:19])[C:11]([O:13]CC)=O)=[CH:4][CH:3]=1. Given the product [Br:1][C:2]1[CH:3]=[C:4]2[C:5](=[CH:6][CH:7]=1)[N:8]=[CH:9][C:10]([C:16](=[O:21])[CH2:17][CH:18]([CH3:19])[CH3:20])=[C:11]2[OH:13], predict the reactants needed to synthesize it. (2) Given the product [OH:18][C:19]([CH3:34])([C:23]([NH:25][CH2:26][C:27]([F:32])([F:33])[C:28]([F:29])([F:30])[F:31])=[O:24])[C:20]([NH:1][C@@H:2]1[C:8](=[O:9])[NH:7][C:6]2[CH:10]=[CH:11][CH:12]=[CH:13][C:5]=2[C:4]2[CH:14]=[CH:15][CH:16]=[CH:17][C:3]1=2)=[O:21], predict the reactants needed to synthesize it. The reactants are: [NH2:1][C@@H:2]1[C:8](=[O:9])[NH:7][C:6]2[CH:10]=[CH:11][CH:12]=[CH:13][C:5]=2[C:4]2[CH:14]=[CH:15][CH:16]=[CH:17][C:3]1=2.[OH:18][C:19]([CH3:34])([C:23]([NH:25][CH2:26][C:27]([F:33])([F:32])[C:28]([F:31])([F:30])[F:29])=[O:24])[C:20](O)=[O:21].O.ON1C2C=CC=CC=2N=N1.C(N(C(C)C)CC)(C)C.Cl.CN(C)CCCN=C=NCC.Cl. (3) Given the product [F:3][C:4]1[CH:5]=[C:6]([CH2:25][CH2:26][C:27]([O:29][CH2:30][CH3:31])=[O:28])[CH:7]=[C:8]([C@H:11]([OH:24])[CH2:12][I:1])[C:9]=1[F:10], predict the reactants needed to synthesize it. The reactants are: [I-:1].[Na+].[F:3][C:4]1[CH:5]=[C:6]([CH2:25][CH2:26][C:27]([O:29][CH2:30][CH3:31])=[O:28])[CH:7]=[C:8]([C@H:11]([OH:24])[CH2:12]OS(C2C=CC(C)=CC=2)(=O)=O)[C:9]=1[F:10].